Binary Classification. Given a drug SMILES string, predict its activity (active/inactive) in a high-throughput screening assay against a specified biological target. From a dataset of HIV replication inhibition screening data with 41,000+ compounds from the AIDS Antiviral Screen. (1) The compound is N#CCCN(CCO)CCO. The result is 0 (inactive). (2) The drug is Cl.NC(=O)c1cc2ccc(O)c(O)c2cn1. The result is 0 (inactive). (3) The molecule is COc1cc(C(O)C2C(=O)OCC2C2(c3ccc4c(c3)OCO4)SCCCS2)cc(OC)c1OC. The result is 0 (inactive).